From a dataset of Catalyst prediction with 721,799 reactions and 888 catalyst types from USPTO. Predict which catalyst facilitates the given reaction. Reactant: [Br:1][C:2]1[CH:7]=[CH:6][C:5]([S:8](Cl)(=[O:10])=[O:9])=[CH:4][CH:3]=1.[N:12]1[CH:17]=[CH:16][CH:15]=[C:14]([CH2:18][NH2:19])[CH:13]=1.C(N(CC)CC)C. Product: [Br:1][C:2]1[CH:7]=[CH:6][C:5]([S:8]([NH:19][CH2:18][C:14]2[CH:13]=[N:12][CH:17]=[CH:16][CH:15]=2)(=[O:10])=[O:9])=[CH:4][CH:3]=1. The catalyst class is: 4.